Dataset: Catalyst prediction with 721,799 reactions and 888 catalyst types from USPTO. Task: Predict which catalyst facilitates the given reaction. (1) Reactant: [CH2:1]([N:3]1[C:7]2=[N:8][C:9]([CH2:48][CH3:49])=[C:10]([CH2:19][NH:20][C:21]([C:23]3[CH:28]=[CH:27][CH:26]=[C:25]([C:29]([NH:31][CH2:32][C:33]4[CH:34]=[C:35]([C:40]5[CH:45]=[CH:44][CH:43]=[C:42]([CH2:46]O)[CH:41]=5)[C:36]([F:39])=[CH:37][CH:38]=4)=[O:30])[CH:24]=3)=[O:22])[C:11]([NH:12][CH:13]3[CH2:18][CH2:17][O:16][CH2:15][CH2:14]3)=[C:6]2[CH:5]=[N:4]1)[CH3:2].[I:50]I.C1C=CC(P(C2C=CC=CC=2)C2C=CC=CC=2)=CC=1. Product: [CH2:1]([N:3]1[C:7]2=[N:8][C:9]([CH2:48][CH3:49])=[C:10]([CH2:19][NH:20][C:21]([C:23]3[CH:28]=[CH:27][CH:26]=[C:25]([C:29]([NH:31][CH2:32][C:33]4[CH:34]=[C:35]([C:40]5[CH:45]=[CH:44][CH:43]=[C:42]([CH2:46][I:50])[CH:41]=5)[C:36]([F:39])=[CH:37][CH:38]=4)=[O:30])[CH:24]=3)=[O:22])[C:11]([NH:12][CH:13]3[CH2:18][CH2:17][O:16][CH2:15][CH2:14]3)=[C:6]2[CH:5]=[N:4]1)[CH3:2]. The catalyst class is: 2. (2) Reactant: [F:1][C:2]1[C:7]([CH2:8]CO)=[C:6]([F:11])[CH:5]=[CH:4][C:3]=1[NH:12][S:13]([C:16]1[S:17][CH:18]=[CH:19][CH:20]=1)(=[O:15])=[O:14].CC(OI1(OC(C)=O)(OC(C)=O)OC(=O)C2C=CC=CC1=2)=[O:23].O. Product: [F:1][C:2]1[C:7]([CH:8]=[O:23])=[C:6]([F:11])[CH:5]=[CH:4][C:3]=1[NH:12][S:13]([C:16]1[S:17][CH:18]=[CH:19][CH:20]=1)(=[O:15])=[O:14]. The catalyst class is: 7.